From a dataset of Full USPTO retrosynthesis dataset with 1.9M reactions from patents (1976-2016). Predict the reactants needed to synthesize the given product. (1) Given the product [CH3:1][C:2]1[C:6]([C:7]2[CH:16]=[C:15]3[C:10]([C:11]([NH:20][C@@H:21]([C:23]4[CH:28]=[CH:27][CH:26]=[CH:25][N:24]=4)[CH3:22])=[C:12]([NH2:17])[CH:13]=[N:14]3)=[CH:9][C:8]=2[O:29][CH3:30])=[C:5]([CH3:31])[O:4][N:3]=1, predict the reactants needed to synthesize it. The reactants are: [CH3:1][C:2]1[C:6]([C:7]2[CH:16]=[C:15]3[C:10]([C:11]([NH:20][C@@H:21]([C:23]4[CH:28]=[CH:27][CH:26]=[CH:25][N:24]=4)[CH3:22])=[C:12]([N+:17]([O-])=O)[CH:13]=[N:14]3)=[CH:9][C:8]=2[O:29][CH3:30])=[C:5]([CH3:31])[O:4][N:3]=1.[Sn](Cl)Cl.[OH-].[Na+].O. (2) Given the product [Br:1][C:2]1[C:11]([F:12])=[CH:10][C:9]2[O:8][C@H:7]3[CH2:13][CH2:14][CH2:15][O:16][C@@H:6]3[C@:5]3([C:20](=[O:21])[N:19]([CH3:24])[C:18](=[O:22])[NH:17]3)[C:4]=2[CH:3]=1.[Br:1][C:2]1[C:11]([F:12])=[CH:10][C:9]2[O:8][C@H:7]3[CH2:13][CH2:14][CH2:15][O:16][C@@H:6]3[C@@:5]3([C:20](=[O:21])[N:19]([CH3:45])[C:18](=[O:22])[NH:17]3)[C:4]=2[CH:3]=1, predict the reactants needed to synthesize it. The reactants are: [Br:1][C:2]1[C:11]([F:12])=[CH:10][C:9]2[O:8][C@H:7]3[CH2:13][CH2:14][CH2:15][O:16][C@@H:6]3[C@@:5]3([C:20](=[O:21])[NH:19][C:18](=[O:22])[NH:17]3)[C:4]=2[CH:3]=1.Br[C:24]1C=CC2O[C@H]3CCCO[C@@H]3[C@]3(C(=O)NC(=O)N3)C=2C=1.Br[C:45]1C=CC2O[C@H]3CCCO[C@@H]3[C@@]3(C(=O)NC(=O)N3)C=2C=1. (3) Given the product [Cl:21][C:14]1[N:15]=[CH:16][C:17]2[NH:18][C:3](=[O:2])[C:4]([Cl:23])([Cl:22])[CH2:5][N:6]([CH:7]3[CH2:11][CH2:10][CH2:9][CH2:8]3)[C:12]=2[N:13]=1, predict the reactants needed to synthesize it. The reactants are: C[O:2][C:3](=O)[C:4]([Cl:23])([Cl:22])[CH2:5][N:6]([C:12]1[C:17]([N+:18]([O-])=O)=[CH:16][N:15]=[C:14]([Cl:21])[N:13]=1)[CH:7]1[CH2:11][CH2:10][CH2:9][CH2:8]1. (4) The reactants are: Cl.Cl.[NH2:3][C@@H:4]1[CH2:6][C@H:5]1[C:7]1[CH:8]=[C:9]([CH:19]=[CH:20][CH:21]=1)[C:10]([NH:12][C:13]1[CH:17]=[C:16]([CH3:18])[O:15][N:14]=1)=[O:11].[C:22](=[O:25])([O-])O.[Na+].[BH4-].[Na+].O. Given the product [CH3:18][C:16]1[O:15][N:14]=[C:13]([NH:12][C:10](=[O:11])[C:9]2[CH:19]=[CH:20][CH:21]=[C:7]([C@@H:5]3[CH2:6][C@H:4]3[NH:3][CH2:4][CH:5]3[CH2:6][CH2:22][O:25][CH2:21][CH2:7]3)[CH:8]=2)[CH:17]=1, predict the reactants needed to synthesize it. (5) Given the product [CH3:26][C:27]1[S:28][CH:29]=[C:30]([C:18]([NH:17][C@@:13]23[CH2:16][C@@:9]([C:8]#[C:7][C:52]4[CH:53]=[N:54][CH:55]=[CH:56][N:51]=4)([CH2:15][CH2:14]2)[CH2:10][CH2:11][CH2:12]3)=[O:19])[N:31]=1, predict the reactants needed to synthesize it. The reactants are: CC1SC=C([C:7]#[C:8][C@:9]23[CH2:16][C@:13]([NH:17][C:18](C4C=NC=CN=4)=[O:19])([CH2:14][CH2:15]2)[CH2:12][CH2:11][CH2:10]3)N=1.[CH3:26][C:27]1[S:28][CH:29]=[C:30](C#C[C@@]23C[C@@](NC(C4C=NC=CN=4)=O)(CC2)CCC3)[N:31]=1.[N:51]1[CH:56]=[CH:55][N:54]=[CH:53][C:52]=1C(O)=O. (6) Given the product [Br:1][C:2]1[C:7]2[N:8]=[C:9]([NH:24][CH2:23][CH2:22][CH2:21][N:15]3[CH2:20][CH2:19][CH2:18][CH2:17][CH2:16]3)[NH:10][C:6]=2[C:5]([Br:12])=[C:4]([Br:13])[C:3]=1[Br:14], predict the reactants needed to synthesize it. The reactants are: [Br:1][C:2]1[C:7]2[N:8]=[C:9](Br)[NH:10][C:6]=2[C:5]([Br:12])=[C:4]([Br:13])[C:3]=1[Br:14].[N:15]1([CH2:21][CH2:22][CH2:23][NH2:24])[CH2:20][CH2:19][CH2:18][CH2:17][CH2:16]1. (7) Given the product [Cl:1][C:2]1[CH:10]=[C:9]([Cl:15])[CH:8]=[CH:7][C:3]=1[C:4]([Cl:6])=[O:5], predict the reactants needed to synthesize it. The reactants are: [Cl:1][C:2]1[C:10](C(F)(F)F)=[CH:9][CH:8]=[CH:7][C:3]=1[C:4]([Cl:6])=[O:5].[Cl:15]C1C=C(Cl)C=CC=1C(O)=O.ClC1C(C(F)(F)F)=CC=CC=1C(O)=O. (8) Given the product [I:19][C:12]1[N:11]=[CH:10][C:9]2[C:14](=[CH:15][CH:16]=[C:7]([C:2]3[CH:3]=[CH:4][CH:5]=[CH:6][C:1]=3[CH3:18])[CH:8]=2)[N:13]=1, predict the reactants needed to synthesize it. The reactants are: [C:1]1([CH3:18])[CH:6]=[CH:5][CH:4]=[CH:3][C:2]=1[C:7]1[CH:8]=[C:9]2[C:14](=[CH:15][CH:16]=1)[N:13]=[C:12](N)[N:11]=[CH:10]2.[I-:19].[Cs+].II.N(OCCC(C)C)=O. (9) Given the product [OH:32][C@@H:29]1[CH2:30][CH2:31][N:27]([C:2]2[CH:21]=[CH:20][C:5]([C:6]([NH:8][C:9]3[CH:14]=[CH:13][C:12]([O:15][C:16]([F:19])([F:18])[F:17])=[CH:11][CH:10]=3)=[O:7])=[CH:4][C:3]=2[C:22]2[S:26][CH:25]=[N:24][CH:23]=2)[CH2:28]1, predict the reactants needed to synthesize it. The reactants are: F[C:2]1[CH:21]=[CH:20][C:5]([C:6]([NH:8][C:9]2[CH:14]=[CH:13][C:12]([O:15][C:16]([F:19])([F:18])[F:17])=[CH:11][CH:10]=2)=[O:7])=[CH:4][C:3]=1[C:22]1[S:26][CH:25]=[N:24][CH:23]=1.[NH:27]1[CH2:31][CH2:30][C@@H:29]([OH:32])[CH2:28]1. (10) The reactants are: O1CCOCC1.C(OC([N:14]1[CH2:19][CH2:18][CH2:17][CH2:16][CH:15]1[C:20]1([OH:46])[CH2:23][N:22]([C:24]([C:26]2[C:27]([NH:37][C:38]3[CH:43]=[CH:42][C:41]([Br:44])=[CH:40][C:39]=3[F:45])=[C:28]([F:36])[C:29](=[O:35])[N:30]3[C:34]=2[CH2:33][CH2:32][CH2:31]3)=[O:25])[CH2:21]1)=O)(C)(C)C. Given the product [Br:44][C:41]1[CH:42]=[CH:43][C:38]([NH:37][C:27]2[C:26]([C:24]([N:22]3[CH2:21][C:20]([OH:46])([CH:15]4[CH2:16][CH2:17][CH2:18][CH2:19][NH:14]4)[CH2:23]3)=[O:25])=[C:34]3[N:30]([CH2:31][CH2:32][CH2:33]3)[C:29](=[O:35])[C:28]=2[F:36])=[C:39]([F:45])[CH:40]=1, predict the reactants needed to synthesize it.